This data is from Reaction yield outcomes from USPTO patents with 853,638 reactions. The task is: Predict the reaction yield, written as a fraction of the theoretical maximum amount of product (1.0 means a 100% yield; for example, 0.34 means a 34% yield). The reactants are [F:1][C:2]1[CH:3]=[C:4]([N+:13]([O-])=O)[C:5]([OH:12])=[C:6]([CH:11]=1)[C:7]([O:9][CH3:10])=[O:8].C(O)(=O)C.[H][H]. The catalyst is C(OCC)(=O)C.[Pd]. The product is [NH2:13][C:4]1[C:5]([OH:12])=[C:6]([CH:11]=[C:2]([F:1])[CH:3]=1)[C:7]([O:9][CH3:10])=[O:8]. The yield is 1.00.